From a dataset of Full USPTO retrosynthesis dataset with 1.9M reactions from patents (1976-2016). Predict the reactants needed to synthesize the given product. (1) The reactants are: Cl[C:2]1[C:11]2[C:6](=[CH:7][CH:8]=[CH:9][CH:10]=2)[N:5]=[C:4]([N:12]2[CH2:18][C:17]3[CH:19]=[CH:20][C:21]([O:23][CH2:24][CH2:25][CH2:26][OH:27])=[CH:22][C:16]=3[S:15](=[O:29])(=[O:28])[CH2:14][CH2:13]2)[CH:3]=1.[C:30](=[O:37])([O:32][C:33]([CH3:36])([CH3:35])[CH3:34])[NH2:31].CC(C)([O-])C.[Na+]. Given the product [OH:27][CH2:26][CH2:25][CH2:24][O:23][C:21]1[CH:20]=[CH:19][C:17]2[CH2:18][N:12]([C:4]3[CH:3]=[C:2]([NH:31][C:30](=[O:37])[O:32][C:33]([CH3:36])([CH3:35])[CH3:34])[C:11]4[C:6](=[CH:7][CH:8]=[CH:9][CH:10]=4)[N:5]=3)[CH2:13][CH2:14][S:15](=[O:29])(=[O:28])[C:16]=2[CH:22]=1, predict the reactants needed to synthesize it. (2) Given the product [Cl:22][C:10]1[CH:11]=[C:12]([CH:17]=[C:18]([CH3:19])[C:9]=1[O:8][CH2:7][C@@H:5]1[CH2:4][O:3][C:2]([CH3:21])([CH3:1])[O:6]1)[C:13]([NH:15][OH:16])=[NH:14], predict the reactants needed to synthesize it. The reactants are: [CH3:1][C:2]1([CH3:21])[O:6][CH:5]([CH2:7][O:8][C:9]2[C:18]([CH3:19])=[CH:17][C:12]([C:13]([NH:15][OH:16])=[NH:14])=[CH:11][C:10]=2C)[CH2:4][O:3]1.[Cl:22]C1C=C(C=C(C)C=1O)C#N.CC1(C)O[C@H](CO)CO1. (3) Given the product [Cl:16][C:17]1[CH:18]=[CH:19][C:20]([N:23]2[CH:27]=[N:26][C:25]([NH:28][C:2]3[CH:3]=[CH:4][C:5]([N:10]4[CH:14]=[C:13]([CH3:15])[N:12]=[CH:11]4)=[C:6]([CH:9]=3)[C:7]#[N:8])=[N:24]2)=[CH:21][CH:22]=1, predict the reactants needed to synthesize it. The reactants are: Br[C:2]1[CH:3]=[CH:4][C:5]([N:10]2[CH:14]=[C:13]([CH3:15])[N:12]=[CH:11]2)=[C:6]([CH:9]=1)[C:7]#[N:8].[Cl:16][C:17]1[CH:22]=[CH:21][C:20]([N:23]2[CH:27]=[N:26][C:25]([NH2:28])=[N:24]2)=[CH:19][CH:18]=1. (4) Given the product [C:1]([NH:4][C:5]1[S:6][C:7]([C:26]([NH:32][CH3:36])=[O:28])=[C:8]([CH2:10][CH2:11][C:12]2[CH:13]=[CH:14][C:15]([NH:18][C:19](=[O:20])[O:21][C:22]([CH3:24])([CH3:23])[CH3:25])=[CH:16][CH:17]=2)[N:9]=1)(=[O:3])[CH3:2], predict the reactants needed to synthesize it. The reactants are: [C:1]([NH:4][C:5]1[S:6][C:7]([C:26]([OH:28])=O)=[C:8]([CH2:10][CH2:11][C:12]2[CH:17]=[CH:16][C:15]([NH:18][C:19]([O:21][C:22]([CH3:25])([CH3:24])[CH3:23])=[O:20])=[CH:14][CH:13]=2)[N:9]=1)(=[O:3])[CH3:2].CN.O[N:32]1[C:36]2C=CC=CC=2N=N1.Cl.C(N=C=NCCCN(C)C)C.C(=O)([O-])O.[Na+]. (5) Given the product [CH2:1]([O:4][C:5]([C:7]1[C:8]([O:18][CH2:19][CH2:20][CH:21]2[CH2:26][CH2:25][N:24]([C:27]([O:29][C:30]([CH3:33])([CH3:32])[CH3:31])=[O:28])[CH2:23][CH2:22]2)=[N:9][C:10]([C:34]#[N:35])=[N:11][C:12]=1[Cl:13])=[O:6])[CH:2]=[CH2:3], predict the reactants needed to synthesize it. The reactants are: [CH2:1]([O:4][C:5]([C:7]1[C:8]([O:18][CH2:19][CH2:20][CH:21]2[CH2:26][CH2:25][N:24]([C:27]([O:29][C:30]([CH3:33])([CH3:32])[CH3:31])=[O:28])[CH2:23][CH2:22]2)=[N:9][C:10](S(C)(=O)=O)=[N:11][C:12]=1[Cl:13])=[O:6])[CH:2]=[CH2:3].[C-:34]#[N:35].[Na+]. (6) Given the product [C:17]([C:15]1[S:14][C:13]2[CH:21]=[CH:22][C:10]([N:9]([CH2:8][C:6]([O:5][C:1]([CH3:3])([CH3:2])[CH3:4])=[O:7])[S:23]([C:26]3[CH:27]=[C:28]([Cl:33])[CH:29]=[C:30]([Cl:32])[CH:31]=3)(=[O:24])=[O:25])=[CH:11][C:12]=2[CH:16]=1)(=[O:19])[NH2:34], predict the reactants needed to synthesize it. The reactants are: [C:1]([O:5][C:6]([CH2:8][N:9]([S:23]([C:26]1[CH:31]=[C:30]([Cl:32])[CH:29]=[C:28]([Cl:33])[CH:27]=1)(=[O:25])=[O:24])[C:10]1[CH:22]=[CH:21][C:13]2[S:14][C:15]([C:17]([O:19]C)=O)=[CH:16][C:12]=2[CH:11]=1)=[O:7])([CH3:4])([CH3:3])[CH3:2].[NH3:34]. (7) Given the product [C:1]([C:4]1[N:9]=[C:8]([C:10]2[CH:15]=[CH:14][C:13]([C:23]3[CH:24]=[C:25]([CH3:34])[C:26]([CH2:28][C:29]([O:31][CH2:32][CH3:33])=[O:30])=[CH:27][C:22]=3[Cl:21])=[CH:12][CH:11]=2)[C:7]([CH3:19])=[N:6][C:5]=1[CH3:20])(=[O:3])[NH2:2], predict the reactants needed to synthesize it. The reactants are: [C:1]([C:4]1[N:9]=[C:8]([C:10]2[CH:15]=[CH:14][C:13](B(O)O)=[CH:12][CH:11]=2)[C:7]([CH3:19])=[N:6][C:5]=1[CH3:20])(=[O:3])[NH2:2].[Cl:21][C:22]1[C:23](OS(C(F)(F)F)(=O)=O)=[CH:24][C:25]([CH3:34])=[C:26]([CH2:28][C:29]([O:31][CH2:32][CH3:33])=[O:30])[CH:27]=1.C(=O)([O-])[O-].[Na+].[Na+].[Cl-].[Li+]. (8) Given the product [F:1][C:2]1[CH:7]=[CH:6][C:5](/[CH:8]=[CH:9]/[C:10]2[O:11][CH:12]=[C:13]([CH2:15][O:37][C:34]3[CH:33]=[CH:32][C:31]([CH2:30][CH2:29][CH2:28][CH2:27][N:23]4[CH:24]=[CH:25][N:26]=[C:22]4[CH2:21][S:18]([CH3:17])(=[O:20])=[O:19])=[CH:36][CH:35]=3)[N:14]=2)=[CH:4][CH:3]=1, predict the reactants needed to synthesize it. The reactants are: [F:1][C:2]1[CH:7]=[CH:6][C:5](/[CH:8]=[CH:9]/[C:10]2[O:11][CH:12]=[C:13]([CH2:15]Cl)[N:14]=2)=[CH:4][CH:3]=1.[CH3:17][S:18]([CH2:21][C:22]1[N:23]([CH2:27][CH2:28][CH2:29][CH2:30][C:31]2[CH:36]=[CH:35][C:34]([OH:37])=[CH:33][CH:32]=2)[CH:24]=[CH:25][N:26]=1)(=[O:20])=[O:19].[H-].[Na+].